Dataset: Forward reaction prediction with 1.9M reactions from USPTO patents (1976-2016). Task: Predict the product of the given reaction. (1) Given the reactants [Br:1][C:2]1[CH:7]=[C:6]([C:8]([CH3:11])([CH3:10])[CH3:9])[CH:5]=[C:4]([C:12]([CH3:15])([CH3:14])[CH3:13])[C:3]=1[OH:16].[H-].[Na+].[CH2:19](I)[CH2:20][CH3:21], predict the reaction product. The product is: [Br:1][C:2]1[CH:7]=[C:6]([C:8]([CH3:9])([CH3:10])[CH3:11])[CH:5]=[C:4]([C:12]([CH3:15])([CH3:14])[CH3:13])[C:3]=1[O:16][CH2:19][CH2:20][CH3:21]. (2) Given the reactants [Si:1]([O:8][CH2:9][CH:10]([CH2:21][O:22][Si:23]([C:26]([CH3:29])([CH3:28])[CH3:27])([CH3:25])[CH3:24])[CH2:11][CH2:12][CH2:13][C:14]1[CH:19]=[CH:18][N+:17]([O-])=[CH:16][CH:15]=1)([C:4]([CH3:7])([CH3:6])[CH3:5])([CH3:3])[CH3:2].C[Si]([C:34]#[N:35])(C)C.CN(C)C(Cl)=O.C([O-])(O)=O.[Na+], predict the reaction product. The product is: [Si:1]([O:8][CH2:9][CH:10]([CH2:21][O:22][Si:23]([C:26]([CH3:29])([CH3:28])[CH3:27])([CH3:25])[CH3:24])[CH2:11][CH2:12][CH2:13][C:14]1[CH:19]=[CH:18][N:17]=[C:16]([C:34]#[N:35])[CH:15]=1)([C:4]([CH3:7])([CH3:6])[CH3:5])([CH3:3])[CH3:2].